Dataset: Full USPTO retrosynthesis dataset with 1.9M reactions from patents (1976-2016). Task: Predict the reactants needed to synthesize the given product. Given the product [N:1]1[C:10]2[C:5](=[CH:6][CH:7]=[CH:8][CH:9]=2)[CH:4]=[C:3]([CH2:11][OH:13])[CH:2]=1, predict the reactants needed to synthesize it. The reactants are: [N:1]1[C:10]2[C:5](=[CH:6][CH:7]=[CH:8][CH:9]=2)[CH:4]=[CH:3][CH:2]=1.[C:11](=O)([O-:13])N.[BH4-].[Na+].